From a dataset of CYP2C19 inhibition data for predicting drug metabolism from PubChem BioAssay. Regression/Classification. Given a drug SMILES string, predict its absorption, distribution, metabolism, or excretion properties. Task type varies by dataset: regression for continuous measurements (e.g., permeability, clearance, half-life) or binary classification for categorical outcomes (e.g., BBB penetration, CYP inhibition). Dataset: cyp2c19_veith. The drug is CO[C@H]1COC(=O)[C@@H](Cc2ccccc2)NC(=O)[C@@H](C)COC(=O)C/C=C\[C@@H]1C. The result is 0 (non-inhibitor).